From a dataset of Forward reaction prediction with 1.9M reactions from USPTO patents (1976-2016). Predict the product of the given reaction. (1) Given the reactants [CH3:1][NH:2][C:3]([C:5]1[CH:6]=[C:7]2[C:11](=[CH:12][CH:13]=1)[N:10]([CH:14]1[CH2:19][CH2:18][NH:17][CH2:16][CH2:15]1)[C:9](=[O:20])[CH2:8]2)=[O:4].C(=O)(O)[O-].[K+].Cl[CH2:27][C:28]([N:30]1[CH2:34][C@@H:33]2[CH2:35][CH2:36][CH2:37][C@@H:32]2[CH2:31]1)=[O:29], predict the reaction product. The product is: [CH2:34]1[C@H:33]2[CH2:35][CH2:36][CH2:37][C@H:32]2[CH2:31][N:30]1[C:28](=[O:29])[CH2:27][N:17]1[CH2:18][CH2:19][CH:14]([N:10]2[C:11]3[C:7](=[CH:6][C:5]([C:3]([NH:2][CH3:1])=[O:4])=[CH:13][CH:12]=3)[CH2:8][C:9]2=[O:20])[CH2:15][CH2:16]1. (2) Given the reactants [CH2:1]([O:3][C:4]([C:6]1([CH2:12][CH2:13][O:14][CH3:15])[CH2:11][CH2:10][NH:9][CH2:8][CH2:7]1)=[O:5])[CH3:2].[C:16]([CH2:20][C:21](Cl)=[O:22])([CH3:19])([CH3:18])[CH3:17], predict the reaction product. The product is: [CH2:1]([O:3][C:4]([C:6]1([CH2:12][CH2:13][O:14][CH3:15])[CH2:7][CH2:8][N:9]([C:21](=[O:22])[CH2:20][C:16]([CH3:19])([CH3:18])[CH3:17])[CH2:10][CH2:11]1)=[O:5])[CH3:2]. (3) Given the reactants C(O[C:6]([N:8]1[CH2:13][CH2:12][CH:11]([NH:14][C:15]2[S:16][C:17]3[CH:23]=[CH:22][CH:21]=[CH:20][C:18]=3[N:19]=2)[CH2:10][CH2:9]1)=O)(C)(C)C.FC(F)(F)C(O)=O.[O:31]1C[CH:32]1[CH2:34][N:35]1[C:43]2[CH2:42][CH2:41][N:40]([C:44](=[O:46])[CH3:45])[CH2:39][C:38]=2[C:37]([C:47]2[CH:52]=[CH:51][C:50]([C:53]([F:56])([F:55])[F:54])=[CH:49][CH:48]=2)=[N:36]1, predict the reaction product. The product is: [S:16]1[C:17]2[CH:23]=[CH:22][CH:21]=[CH:20][C:18]=2[N:19]=[C:15]1[NH:14][CH:11]1[CH2:10][CH2:9][N:8]([CH2:6][CH:32]([OH:31])[CH2:34][N:35]2[C:43]3[CH2:42][CH2:41][N:40]([C:44](=[O:46])[CH3:45])[CH2:39][C:38]=3[C:37]([C:47]3[CH:52]=[CH:51][C:50]([C:53]([F:56])([F:55])[F:54])=[CH:49][CH:48]=3)=[N:36]2)[CH2:13][CH2:12]1. (4) The product is: [Br:1][C:2]1[CH:7]=[C:6]([CH:5]=[CH:4][N:3]=1)[C:8]([OH:9])=[O:21]. Given the reactants [Br:1][C:2]1[CH:7]=[C:6]([CH3:8])[CH:5]=[CH:4][N:3]=1.[O-:9][Mn](=O)(=O)=O.[K+].N1C=CC=CC=1.[OH2:21], predict the reaction product. (5) Given the reactants C[O:2][C:3]1[CH:8]=[C:7]([C:9]2[CH:14]=[CH:13][C:12]([C:15]([F:18])([F:17])[F:16])=[CH:11][N:10]=2)[CH:6]=[CH:5][N:4]=1, predict the reaction product. The product is: [F:18][C:15]([F:16])([F:17])[C:12]1[CH:13]=[CH:14][C:9]([C:7]2[CH:6]=[CH:5][NH:4][C:3](=[O:2])[CH:8]=2)=[N:10][CH:11]=1. (6) Given the reactants [C:1]([O:5][C:6](=[O:36])[NH:7][C:8]1([C:12]2[CH:17]=[CH:16][C:15]([C:18]3[C:27](=[O:28])[C:26]4[C:21](=[CH:22][CH:23]=[C:24](F)[CH:25]=4)[O:20][C:19]=3[C:30]3[CH:35]=[CH:34][CH:33]=[CH:32][CH:31]=3)=[CH:14][CH:13]=2)[CH2:11][CH2:10][CH2:9]1)([CH3:4])([CH3:3])[CH3:2].[F:37]C1C=C2C(C(=O)C(I)=C(C3C=CC=CC=3)O2)=CC=1, predict the reaction product. The product is: [C:1]([O:5][C:6](=[O:36])[NH:7][C:8]1([C:12]2[CH:13]=[CH:14][C:15]([C:18]3[C:27](=[O:28])[C:26]4[C:21](=[CH:22][C:23]([F:37])=[CH:24][CH:25]=4)[O:20][C:19]=3[C:30]3[CH:35]=[CH:34][CH:33]=[CH:32][CH:31]=3)=[CH:16][CH:17]=2)[CH2:9][CH2:10][CH2:11]1)([CH3:3])([CH3:2])[CH3:4]. (7) Given the reactants [OH-].[Na+].[F:3][C:4]1[CH:5]=[C:6]([C:16]2[CH:21]=[CH:20][CH:19]=[C:18]([N:22]([CH3:33])[C:23]([NH:25][CH2:26][CH2:27][CH2:28][CH2:29][CH2:30][CH2:31][CH3:32])=[O:24])[CH:17]=2)[CH:7]=[CH:8][C:9]=1/[CH:10]=[CH:11]/[C:12]([O:14]C)=[O:13], predict the reaction product. The product is: [F:3][C:4]1[CH:5]=[C:6]([C:16]2[CH:21]=[CH:20][CH:19]=[C:18]([N:22]([CH3:33])[C:23]([NH:25][CH2:26][CH2:27][CH2:28][CH2:29][CH2:30][CH2:31][CH3:32])=[O:24])[CH:17]=2)[CH:7]=[CH:8][C:9]=1/[CH:10]=[CH:11]/[C:12]([OH:14])=[O:13].